Task: Regression. Given two drug SMILES strings and cell line genomic features, predict the synergy score measuring deviation from expected non-interaction effect.. Dataset: NCI-60 drug combinations with 297,098 pairs across 59 cell lines (1) Drug 1: CCC(=C(C1=CC=CC=C1)C2=CC=C(C=C2)OCCN(C)C)C3=CC=CC=C3.C(C(=O)O)C(CC(=O)O)(C(=O)O)O. Drug 2: COC1=NC(=NC2=C1N=CN2C3C(C(C(O3)CO)O)O)N. Cell line: OVCAR3. Synergy scores: CSS=-7.82, Synergy_ZIP=3.85, Synergy_Bliss=6.26, Synergy_Loewe=-6.23, Synergy_HSA=-5.35. (2) Drug 1: C1CCN(CC1)CCOC2=CC=C(C=C2)C(=O)C3=C(SC4=C3C=CC(=C4)O)C5=CC=C(C=C5)O. Drug 2: CC(C1=C(C=CC(=C1Cl)F)Cl)OC2=C(N=CC(=C2)C3=CN(N=C3)C4CCNCC4)N. Cell line: NCI-H460. Synergy scores: CSS=8.08, Synergy_ZIP=0.330, Synergy_Bliss=7.87, Synergy_Loewe=1.59, Synergy_HSA=5.44. (3) Drug 1: CC1=C(C=C(C=C1)NC(=O)C2=CC=C(C=C2)CN3CCN(CC3)C)NC4=NC=CC(=N4)C5=CN=CC=C5. Drug 2: CNC(=O)C1=NC=CC(=C1)OC2=CC=C(C=C2)NC(=O)NC3=CC(=C(C=C3)Cl)C(F)(F)F. Cell line: KM12. Synergy scores: CSS=0.0575, Synergy_ZIP=0.122, Synergy_Bliss=0.212, Synergy_Loewe=-1.83, Synergy_HSA=-1.31.